From a dataset of Full USPTO retrosynthesis dataset with 1.9M reactions from patents (1976-2016). Predict the reactants needed to synthesize the given product. (1) Given the product [C:25]1(=[N:1][N:2]2[C:7](=[O:8])[C:6]([C:9]3[NH:14][C:13]4[CH:15]=[CH:16][CH:17]=[CH:18][C:12]=4[S:11](=[O:20])(=[O:19])[N:10]=3)=[C:5]([OH:21])[C:4]3[S:22][CH:23]=[CH:24][C:3]2=3)[CH2:29][CH2:28][CH2:27][CH2:26]1, predict the reactants needed to synthesize it. The reactants are: [NH2:1][N:2]1[C:7](=[O:8])[C:6]([C:9]2[NH:14][C:13]3[CH:15]=[CH:16][CH:17]=[CH:18][C:12]=3[S:11](=[O:20])(=[O:19])[N:10]=2)=[C:5]([OH:21])[C:4]2[S:22][CH:23]=[CH:24][C:3]1=2.[C:25]1(=O)[CH2:29][CH2:28][CH2:27][CH2:26]1. (2) The reactants are: C(OCC(C1C=CC(Cl)=CC=1)=O)(=O)C.II.[Cl:17][C:18]1[CH:19]=[C:20]([CH:23]=[CH:24][C:25]=1[Cl:26])[CH2:21]Cl.[Cl:27][CH2:28][C:29](Cl)=[O:30].Cl. Given the product [Cl:27][CH2:28][C:29](=[O:30])[CH2:21][C:20]1[CH:23]=[CH:24][C:25]([Cl:26])=[C:18]([Cl:17])[CH:19]=1, predict the reactants needed to synthesize it.